Dataset: Catalyst prediction with 721,799 reactions and 888 catalyst types from USPTO. Task: Predict which catalyst facilitates the given reaction. (1) Reactant: [CH3:1][N:2]1[CH:6]=[CH:5][N:4]=[C:3]1[Sn](CCCC)(CCCC)CCCC.Cl[C:21]1[C:30]2[C:25](=[CH:26][CH:27]=[CH:28][CH:29]=2)[C:24]([NH:31][C:32]2[CH:37]=[CH:36][C:35]([O:38][C:39]3[C:48]4[C:43](=[CH:44][C:45]([O:49][CH3:50])=[CH:46][N:47]=4)[N:42]=[CH:41][CH:40]=3)=[CH:34][CH:33]=2)=[N:23][N:22]=1. Product: [CH3:50][O:49][C:45]1[CH:44]=[C:43]2[C:48]([C:39]([O:38][C:35]3[CH:36]=[CH:37][C:32]([NH:31][C:24]4[C:25]5[C:30](=[CH:29][CH:28]=[CH:27][CH:26]=5)[C:21]([C:3]5[N:2]([CH3:1])[CH:6]=[CH:5][N:4]=5)=[N:22][N:23]=4)=[CH:33][CH:34]=3)=[CH:40][CH:41]=[N:42]2)=[N:47][CH:46]=1. The catalyst class is: 140. (2) Reactant: [OH:1][C:2]1([CH:39]=[CH2:40])[CH2:7][CH2:6][N:5]([C:8]2[CH:9]=[CH:10][C:11]([N:14]3[CH:18]=[CH:17][C:16]([CH:19]([C:21]4[CH:38]=[CH:37][C:24]5[N:25](COCC[Si](C)(C)C)[C:26](=[O:28])[S:27][C:23]=5[CH:22]=4)[CH3:20])=[N:15]3)=[N:12][CH:13]=2)[CH2:4][CH2:3]1.[N+](CCCC)(CCCC)(CCCC)CCCC.[F-]. Product: [OH:1][C:2]1([CH:39]=[CH2:40])[CH2:7][CH2:6][N:5]([C:8]2[CH:9]=[CH:10][C:11]([N:14]3[CH:18]=[CH:17][C:16]([CH:19]([C:21]4[CH:38]=[CH:37][C:24]5[NH:25][C:26](=[O:28])[S:27][C:23]=5[CH:22]=4)[CH3:20])=[N:15]3)=[N:12][CH:13]=2)[CH2:4][CH2:3]1. The catalyst class is: 290. (3) Reactant: [CH3:1][O:2][C:3]1([C:10]([OH:12])=[O:11])[CH2:8][CH2:7][C:6](=[O:9])[CH2:5][CH2:4]1.C(=O)([O-])[O-].[K+].[K+].[CH2:19](Br)[C:20]1[CH:25]=[CH:24][CH:23]=[CH:22][CH:21]=1. Product: [CH3:1][O:2][C:3]1([C:10]([O:12][CH2:19][C:20]2[CH:25]=[CH:24][CH:23]=[CH:22][CH:21]=2)=[O:11])[CH2:4][CH2:5][C:6](=[O:9])[CH2:7][CH2:8]1. The catalyst class is: 18. (4) The catalyst class is: 247. Product: [CH:15]1[C:16]2[C:21](=[CH:20][CH:19]=[CH:18][CH:17]=2)[CH:22]=[CH:23][C:14]=1[C:12]([NH:11][CH2:10][CH2:9][NH:8][C:6]([C:5]1[CH:24]=[CH:25][C:2]([O:1][C@@H:27]2[CH2:32][CH2:31][C@H:30]([CH2:33][C:34]([OH:36])=[O:35])[CH2:29][CH2:28]2)=[CH:3][CH:4]=1)=[O:7])=[O:13]. Reactant: [OH:1][C:2]1[CH:25]=[CH:24][C:5]([C:6]([NH:8][CH2:9][CH2:10][NH:11][C:12]([C:14]2[CH:23]=[CH:22][C:21]3[C:16](=[CH:17][CH:18]=[CH:19][CH:20]=3)[CH:15]=2)=[O:13])=[O:7])=[CH:4][CH:3]=1.O[C@H:27]1[CH2:32][CH2:31][C@H:30]([CH2:33][C:34]([O:36]C)=[O:35])[CH2:29][CH2:28]1.C1(P(C2C=CC=CC=2)C2C=CC=CC=2)C=CC=CC=1.N(C(OCC)=O)=NC(OCC)=O.C(=O)([O-])O.[Na+]. (5) Reactant: N#N.[Br:3][C:4]1[CH:13]=[CH:12][CH:11]=[CH:10][C:5]=1[C:6]([NH:8][NH2:9])=[O:7].[CH:14](OCC)(OCC)OCC. Product: [Br:3][C:4]1[CH:13]=[CH:12][CH:11]=[CH:10][C:5]=1[C:6]1[O:7][CH:14]=[N:9][N:8]=1. The catalyst class is: 13. (6) Reactant: [Cl:1][C:2]1[C:3]([OH:12])=[CH:4][CH:5]=[C:6]2[C:10]=1[C:9](=[O:11])[NH:8][CH2:7]2.I[CH:14]([CH3:16])[CH3:15].C(=O)([O-])[O-].[Cs+].[Cs+]. Product: [Cl:1][C:2]1[C:3]([O:12][CH:14]([CH3:16])[CH3:15])=[CH:4][CH:5]=[C:6]2[C:10]=1[C:9](=[O:11])[NH:8][CH2:7]2. The catalyst class is: 3. (7) Reactant: [N+:1]([C:4]1[CH:5]=[C:6]([CH2:10][CH2:11]OS(C)(=O)=O)[CH:7]=[CH:8][CH:9]=1)([O-:3])=[O:2].[NH:17]1[CH2:22][CH2:21][CH2:20][CH2:19][CH2:18]1. Product: [N+:1]([C:4]1[CH:5]=[C:6]([CH2:10][CH2:11][N:17]2[CH2:22][CH2:21][CH2:20][CH2:19][CH2:18]2)[CH:7]=[CH:8][CH:9]=1)([O-:3])=[O:2]. The catalyst class is: 1.